Dataset: Catalyst prediction with 721,799 reactions and 888 catalyst types from USPTO. Task: Predict which catalyst facilitates the given reaction. (1) Reactant: [CH2:1]([O:3][C:4]([C:6]1([C:9]2[CH:14]=[CH:13][C:12]([C:15]3[CH:20]=[CH:19][C:18]([C:21]4[S:22][C:23]([Cl:29])=[CH:24][C:25]=4C(=O)N)=[CH:17][CH:16]=3)=[CH:11][CH:10]=2)[CH2:8][CH2:7]1)=[O:5])[CH3:2].[C:30]1([C@H:36]([OH:38])[CH3:37])[CH:35]=[CH:34][CH:33]=[CH:32][CH:31]=1.[N:39]1[CH:44]=CC=CC=1.FC(F)(F)C(OI(C1C=CC=CC=1)OC(=O)C(F)(F)F)=[O:48]. Product: [CH2:1]([O:3][C:4]([C:6]1([C:9]2[CH:10]=[CH:11][C:12]([C:15]3[CH:16]=[CH:17][C:18]([C:21]4[S:22][C:23]([Cl:29])=[CH:24][C:25]=4[NH:39][C:44]([O:38][C@@H:36]([C:30]4[CH:35]=[CH:34][CH:33]=[CH:32][CH:31]=4)[CH3:37])=[O:48])=[CH:19][CH:20]=3)=[CH:13][CH:14]=2)[CH2:8][CH2:7]1)=[O:5])[CH3:2]. The catalyst class is: 11. (2) Reactant: [C:1]([C:3]([CH3:11])([CH3:10])[CH:4]([OH:9])[CH2:5][C:6](O)=[O:7])#[N:2].Cl.C(OCC)(=O)C. Product: [C:1]([C:3]([CH3:11])([CH3:10])[CH:4]([OH:9])[CH2:5][CH2:6][OH:7])#[N:2]. The catalyst class is: 1. (3) Reactant: [C:1]([O:5][C:6](=[O:14])[NH:7][C@H:8]([CH3:13])[C:9](O)([CH3:11])[CH3:10])([CH3:4])([CH3:3])[CH3:2].CCN(S(F)(F)[F:21])CC. Product: [C:1]([O:5][C:6](=[O:14])[NH:7][C@H:8]([CH3:13])[C:9]([F:21])([CH3:11])[CH3:10])([CH3:4])([CH3:3])[CH3:2]. The catalyst class is: 4. (4) Reactant: [C:1](#[N:8])[C:2]1[CH:7]=[CH:6][CH:5]=[CH:4][CH:3]=1.[OH-:9].[K+].C(Cl)(Cl)Cl.O. Product: [C:1]([NH2:8])(=[O:9])[C:2]1[CH:7]=[CH:6][CH:5]=[CH:4][CH:3]=1. The catalyst class is: 107.